This data is from Catalyst prediction with 721,799 reactions and 888 catalyst types from USPTO. The task is: Predict which catalyst facilitates the given reaction. Reactant: [Cl:1][C:2]1[C:3]([O:12][C:13]2[CH:14]=[N:15][C:16]([F:20])=[C:17]([Cl:19])[CH:18]=2)=[CH:4][C:5]([F:11])=[C:6]([CH:10]=1)[C:7](O)=[O:8].Cl.CN(C)CCCN=C=NCC.[CH3:33][S:34]([NH2:37])(=[O:36])=[O:35]. Product: [Cl:1][C:2]1[C:3]([O:12][C:13]2[CH:14]=[N:15][C:16]([F:20])=[C:17]([Cl:19])[CH:18]=2)=[CH:4][C:5]([F:11])=[C:6]([CH:10]=1)[C:7]([NH:37][S:34]([CH3:33])(=[O:36])=[O:35])=[O:8]. The catalyst class is: 143.